From a dataset of Reaction yield outcomes from USPTO patents with 853,638 reactions. Predict the reaction yield, written as a fraction of the theoretical maximum amount of product (1.0 means a 100% yield; for example, 0.34 means a 34% yield). (1) The reactants are [P:1]([Cl:6])([Cl:5])([O:3][CH3:4])=[O:2].[N:7]1[CH:12]=[CH:11][CH:10]=[CH:9][CH:8]=1. No catalyst specified. The product is [P:1]([Cl:6])([Cl:5])([O-:3])=[O:2].[CH3:4][N+:7]1[CH:12]=[CH:11][CH:10]=[CH:9][CH:8]=1. The yield is 0.600. (2) The reactants are C([Li])CCC.Br[C:7]1[CH:12]=[C:11]([CH3:13])[CH:10]=[CH:9][N:8]=1.CN(C)[C:16](=[O:18])[CH3:17].O. The catalyst is CCCCCC.C(OCC)C.C(OCC)(=O)C. The product is [CH3:13][C:11]1[CH:10]=[CH:9][N:8]=[C:7]([C:16](=[O:18])[CH3:17])[CH:12]=1. The yield is 0.700. (3) The reactants are CCN(CC)CC.[CH3:8][S:9](Cl)(=[O:11])=[O:10].[NH2:13][C:14]1[CH:15]=[C:16]([CH:40]=[CH:41][CH:42]=1)[CH2:17][C:18]1[C:19](=[O:39])[O:20][C:21]2[CH:31]=[C:30]([O:32][C:33](=[O:37])[N:34]([CH3:36])[CH3:35])[C:29]([Cl:38])=[CH:28][C:22]=2[C:23]=1[CH2:24][C:25](=[O:27])[NH2:26]. The catalyst is C(Cl)Cl. The product is [C:25]([CH2:24][C:23]1[C:22]2[CH:28]=[C:29]([Cl:38])[C:30]([O:32][C:33](=[O:37])[N:34]([CH3:35])[CH3:36])=[CH:31][C:21]=2[O:20][C:19](=[O:39])[C:18]=1[CH2:17][C:16]1[CH:40]=[CH:41][CH:42]=[C:14]([NH:13][S:9]([CH3:8])(=[O:11])=[O:10])[CH:15]=1)(=[O:27])[NH2:26]. The yield is 0.220. (4) The catalyst is [Pd].C1C=CC(P(C2C=CC=CC=2)[C-]2C=CC=C2)=CC=1.C1C=CC(P(C2C=CC=CC=2)[C-]2C=CC=C2)=CC=1.Cl[Pd]Cl.[Fe+2].C(Cl)Cl. The yield is 0.440. The product is [F:12][C:7]1[CH:8]=[CH:9][CH:10]=[C:11]2[C:6]=1[N:5]=[C:4]([C:13]([NH:15][C@H:16]1[CH2:21][CH2:20][O:19][CH2:18][C@@H:17]1[OH:22])=[O:14])[CH:3]=[C:2]2[B:28]1[O:32][C:31]([CH3:34])([CH3:33])[C:30]([CH3:36])([CH3:35])[O:29]1. The reactants are Br[C:2]1[C:11]2[C:6](=[C:7]([F:12])[CH:8]=[CH:9][CH:10]=2)[N:5]=[C:4]([C:13]([NH:15][C@H:16]2[CH2:21][CH2:20][O:19][CH2:18][C@@H:17]2[OH:22])=[O:14])[CH:3]=1.C([O-])(=O)C.[K+].[B:28]1([B:28]2[O:32][C:31]([CH3:34])([CH3:33])[C:30]([CH3:36])([CH3:35])[O:29]2)[O:32][C:31]([CH3:34])([CH3:33])[C:30]([CH3:36])([CH3:35])[O:29]1. (5) The reactants are [C:1]([O:7][CH2:8][CH3:9])(=[O:6])[CH2:2][C:3]([CH3:5])=[O:4].Br[CH:11](Br)[CH3:12].C(=O)([O-])[O-].[K+].[K+]. The catalyst is CC(C)=O. The product is [C:3]([C:2]1([C:1]([O:7][CH2:8][CH3:9])=[O:6])[CH2:12][CH2:11]1)(=[O:4])[CH3:5]. The yield is 0.651.